This data is from Catalyst prediction with 721,799 reactions and 888 catalyst types from USPTO. The task is: Predict which catalyst facilitates the given reaction. (1) Reactant: Cl.[OH:2][CH:3]1[O:11][C@H:10]([CH2:12][OH:13])[C@@H:8]([OH:9])[C@H:6]([OH:7])[C@H:4]1[NH2:5]. Product: [OH:2][CH:3]1[O:11][C@H:10]([CH2:12][OH:13])[C@@H:8]([OH:9])[C@H:6]([OH:7])[C@H:4]1[NH2:5]. The catalyst class is: 6. (2) Reactant: [C:1]([O:4][C@@H:5]1[C@@H:10]([O:11][C:12](=[O:14])[CH3:13])[C@@H:9]([O:15][C:16](=[O:18])[CH3:17])[C@@H:8]([CH2:19][O:20][C:21](=[O:23])[CH3:22])[O:7][C@H:6]1[O:24][C:25]1[C:29]([CH2:30][C:31]2[CH:36]=[CH:35][C:34](I)=[CH:33][CH:32]=2)=[C:28]([CH:38]([CH3:40])[CH3:39])[NH:27][N:26]=1)(=[O:3])[CH3:2].[C:41]([OH:47])(=[O:46])[CH2:42][CH2:43][C:44]#[CH:45].Cl. Product: [C:1]([O:4][C@@H:5]1[C@@H:10]([O:11][C:12](=[O:14])[CH3:13])[C@@H:9]([O:15][C:16](=[O:18])[CH3:17])[C@@H:8]([CH2:19][O:20][C:21](=[O:23])[CH3:22])[O:7][C@H:6]1[O:24][C:25]1[C:29]([CH2:30][C:31]2[CH:36]=[CH:35][C:34]([C:45]#[C:44][CH2:43][CH2:42][C:41]([OH:47])=[O:46])=[CH:33][CH:32]=2)=[C:28]([CH:38]([CH3:40])[CH3:39])[NH:27][N:26]=1)(=[O:3])[CH3:2]. The catalyst class is: 804. (3) Reactant: [Cl:1][C:2]1[CH:3]=[C:4]([CH2:25][C:26]([O:28][CH2:29][CH3:30])=[O:27])[CH:5]=[CH:6][C:7]=1[N:8]1[C:16](=[O:17])[C:15]2[C:14]([OH:18])=[C:13]3[CH:19]=[CH:20][CH:21]=[CH:22][C:12]3=[C:11]([OH:23])[C:10]=2[C:9]1=[O:24].C(=O)([O-])[O-].[Na+].[Na+].FC(F)(F)S(O[CH2:43][C:44]([F:47])([F:46])[F:45])(=O)=O.O. Product: [Cl:1][C:2]1[CH:3]=[C:4]([CH2:25][C:26]([O:28][CH2:29][CH3:30])=[O:27])[CH:5]=[CH:6][C:7]=1[N:8]1[C:9](=[O:24])[C:10]2[C:11]([O:23][CH2:43][C:44]([F:47])([F:46])[F:45])=[C:12]3[CH:22]=[CH:21][CH:20]=[CH:19][C:13]3=[C:14]([O:18][CH2:43][C:44]([F:45])([F:46])[F:47])[C:15]=2[C:16]1=[O:17]. The catalyst class is: 3. (4) Reactant: [C:1]([O:5][C:6]([C:8]1[C:13]([NH2:14])=[CH:12][CH:11]=[C:10]([CH3:15])[N:9]=1)=[O:7])([CH3:4])([CH3:3])[CH3:2].C(N(C(C)C)CC)(C)C.Cl[C:26]([O:28][CH3:29])=[O:27].Cl.[OH2:31]. Product: [C:1]([O:5][C:6]([C:8]1[C:13]([NH2:14])=[C:12]([C:26]([O:28][CH3:29])=[O:27])[CH:11]=[C:10]([CH3:15])[N+:9]=1[O-:31])=[O:7])([CH3:4])([CH3:3])[CH3:2]. The catalyst class is: 22. (5) Reactant: [NH:1]([CH2:6][CH2:7][CH2:8][OH:9])[CH2:2][CH2:3][CH2:4][OH:5].[C:10](O[C:10]([O:12][C:13]([CH3:16])([CH3:15])[CH3:14])=[O:11])([O:12][C:13]([CH3:16])([CH3:15])[CH3:14])=[O:11]. Product: [OH:5][CH2:4][CH2:3][CH2:2][N:1]([CH2:6][CH2:7][CH2:8][OH:9])[C:10](=[O:11])[O:12][C:13]([CH3:16])([CH3:15])[CH3:14]. The catalyst class is: 2. (6) Reactant: [H-].[Al+3].[Li+].[H-].[H-].[H-].[CH3:7][C:8]1[CH:13]=[C:12]([C:14](OC)=[O:15])[CH:11]=[N:10][CH:9]=1.O.[OH-].[Na+]. Product: [OH:15][CH2:14][C:12]1[CH:11]=[N:10][CH:9]=[C:8]([CH3:7])[CH:13]=1. The catalyst class is: 7. (7) Reactant: [S:1]=[C:2]1[NH:6][C@H:5]([C:7]([O:9][C:10]([CH3:13])([CH3:12])[CH3:11])=[O:8])[CH2:4][CH2:3]1.[CH3:14]I. Product: [CH3:14][S:1][C:2]1[CH2:3][CH2:4][C@@H:5]([C:7]([O:9][C:10]([CH3:13])([CH3:12])[CH3:11])=[O:8])[N:6]=1. The catalyst class is: 1. (8) Reactant: [Cl:1][C:2]1[CH:24]=[CH:23][C:5]([CH2:6][NH:7][C:8]([C:10]2[C:11](=[O:22])[C:12]3[CH:19]=[C:18]([CH2:20]Cl)[S:17][C:13]=3[N:14]([CH3:16])[CH:15]=2)=[O:9])=[CH:4][CH:3]=1.C(N(CC)C(C)C)(C)C.[CH3:34][NH:35][CH2:36][CH:37]([C:39]1[S:40][CH:41]=[CH:42][N:43]=1)[OH:38].[NH4+].[Cl-]. Product: [Cl:1][C:2]1[CH:24]=[CH:23][C:5]([CH2:6][NH:7][C:8]([C:10]2[C:11](=[O:22])[C:12]3[CH:19]=[C:18]([CH2:20][N:35]([CH2:36][CH:37]([OH:38])[C:39]4[S:40][CH:41]=[CH:42][N:43]=4)[CH3:34])[S:17][C:13]=3[N:14]([CH3:16])[CH:15]=2)=[O:9])=[CH:4][CH:3]=1. The catalyst class is: 3. (9) Reactant: [Cl:1][C:2]1[CH:10]=[CH:9][CH:8]=[C:7]2[C:3]=1[CH:4]=[C:5]([C:18](=O)[CH3:19])[N:6]2[C:11]1[CH:16]=[CH:15][CH:14]=[C:13]([F:17])[CH:12]=1.C([O-])(=O)C.[NH4+].C([BH3-])#[N:27].[Na+]. Product: [Cl:1][C:2]1[CH:10]=[CH:9][CH:8]=[C:7]2[C:3]=1[CH:4]=[C:5]([CH:18]([NH2:27])[CH3:19])[N:6]2[C:11]1[CH:16]=[CH:15][CH:14]=[C:13]([F:17])[CH:12]=1. The catalyst class is: 449.